This data is from Reaction yield outcomes from USPTO patents with 853,638 reactions. The task is: Predict the reaction yield, written as a fraction of the theoretical maximum amount of product (1.0 means a 100% yield; for example, 0.34 means a 34% yield). The reactants are [C:1]1([CH:7]([C:19]2[CH:24]=[CH:23][CH:22]=[CH:21][CH:20]=2)[N:8]2[C:16]3[C:11](=[C:12]([F:17])[CH:13]=[CH:14][CH:15]=3)[C:10](I)=[CH:9]2)[CH:6]=[CH:5][CH:4]=[CH:3][CH:2]=1.I([O-])(=O)(=O)=[O:26].[Na+].[OH2:31]. The catalyst is C(#N)C.C(OCC)(=O)C.O.[Ru](Cl)(Cl)Cl. The product is [C:1]1([CH:7]([C:19]2[CH:24]=[CH:23][CH:22]=[CH:21][CH:20]=2)[N:8]2[C:16]3[C:11](=[C:12]([F:17])[CH:13]=[CH:14][CH:15]=3)[C:10](=[O:31])[C:9]2=[O:26])[CH:6]=[CH:5][CH:4]=[CH:3][CH:2]=1. The yield is 0.250.